Dataset: Merck oncology drug combination screen with 23,052 pairs across 39 cell lines. Task: Regression. Given two drug SMILES strings and cell line genomic features, predict the synergy score measuring deviation from expected non-interaction effect. Drug 1: CC(=O)OC1C(=O)C2(C)C(O)CC3OCC3(OC(C)=O)C2C(OC(=O)c2ccccc2)C2(O)CC(OC(=O)C(O)C(NC(=O)c3ccccc3)c3ccccc3)C(C)=C1C2(C)C. Drug 2: N#Cc1ccc(Cn2cncc2CN2CCN(c3cccc(Cl)c3)C(=O)C2)cc1. Cell line: SW837. Synergy scores: synergy=0.948.